This data is from Catalyst prediction with 721,799 reactions and 888 catalyst types from USPTO. The task is: Predict which catalyst facilitates the given reaction. Reactant: [C:1]([C:5]1[CH:9]=[C:8]([O:10][CH2:11][C:12]2[CH:17]=[CH:16][CH:15]=[C:14]([CH3:18])[N:13]=2)[N:7]([CH2:19][C:20]2[CH:25]=[CH:24][C:23]([CH2:26][OH:27])=[CH:22][CH:21]=2)[N:6]=1)([CH3:4])([CH3:3])[CH3:2].[F:28][C:29]1[CH:34]=[C:33](O)[CH:32]=[CH:31][C:30]=1[CH2:36][CH2:37][C:38]([O:40][CH2:41][CH3:42])=[O:39].C(P(CCCC)CCCC)CCC.N(C(N1CCCCC1)=O)=NC(N1CCCCC1)=O. Product: [C:1]([C:5]1[CH:9]=[C:8]([O:10][CH2:11][C:12]2[CH:17]=[CH:16][CH:15]=[C:14]([CH3:18])[N:13]=2)[N:7]([CH2:19][C:20]2[CH:25]=[CH:24][C:23]([CH2:26][O:27][C:33]3[CH:32]=[CH:31][C:30]([CH2:36][CH2:37][C:38]([O:40][CH2:41][CH3:42])=[O:39])=[C:29]([F:28])[CH:34]=3)=[CH:22][CH:21]=2)[N:6]=1)([CH3:4])([CH3:2])[CH3:3]. The catalyst class is: 7.